The task is: Predict the product of the given reaction.. This data is from Forward reaction prediction with 1.9M reactions from USPTO patents (1976-2016). (1) Given the reactants [N:1]([CH2:4][C@@H:5]([C:7]1[C:15]2[S:14][C:13](=[O:16])[NH:12][C:11]=2[C:10]([OH:17])=[CH:9][CH:8]=1)[OH:6])=[N+]=[N-].C([OH:20])C, predict the reaction product. The product is: [C:10]([OH:17])(=[O:20])[CH3:11].[NH2:1][CH2:4][C@@H:5]([C:7]1[C:15]2[S:14][C:13](=[O:16])[NH:12][C:11]=2[C:10]([OH:17])=[CH:9][CH:8]=1)[OH:6]. (2) The product is: [CH:1]1([C:4]2[N:13]=[C:12]([NH:14][CH2:15][CH2:16][CH2:37][NH:36][C:31]3[CH:32]=[CH:33][CH:34]=[CH:35][C:30]=3[O:29][CH3:28])[C:11]3[C:6](=[CH:7][C:8]([O:26][CH3:27])=[C:9]([O:24][CH3:25])[CH:10]=3)[N:5]=2)[CH2:3][CH2:2]1. Given the reactants [CH:1]1([C:4]2[N:13]=[C:12]([NH:14][CH2:15][CH2:16]NC3C=CC=CC=3)[C:11]3[C:6](=[CH:7][C:8]([O:26][CH3:27])=[C:9]([O:24][CH3:25])[CH:10]=3)[N:5]=2)[CH2:3][CH2:2]1.[CH3:28][O:29][C:30]1[CH:35]=[CH:34][CH:33]=[CH:32][C:31]=1[NH:36][CH2:37]CCN.C1(NCCN)C=CC=CC=1, predict the reaction product.